From a dataset of Forward reaction prediction with 1.9M reactions from USPTO patents (1976-2016). Predict the product of the given reaction. (1) Given the reactants [CH:1]1([O:6][C:7]([NH:9][C@H:10]2[CH2:15][N:14](C(OCC3C=CC=CC=3)=O)[C@@H:13]([CH3:26])[CH2:12][CH2:11]2)=[O:8])[CH2:5][CH2:4][CH2:3][CH2:2]1, predict the reaction product. The product is: [CH:1]1([O:6][C:7](=[O:8])[NH:9][C@H:10]2[CH2:11][CH2:12][C@@H:13]([CH3:26])[NH:14][CH2:15]2)[CH2:2][CH2:3][CH2:4][CH2:5]1. (2) Given the reactants [CH3:1][O:2][C:3](=[O:15])[CH2:4][O:5][C:6]1[CH:11]=[CH:10][C:9]([Cl:12])=[CH:8][C:7]=1[CH2:13]O.P(Br)(Br)[Br:17], predict the reaction product. The product is: [CH3:1][O:2][C:3](=[O:15])[CH2:4][O:5][C:6]1[CH:11]=[CH:10][C:9]([Cl:12])=[CH:8][C:7]=1[CH2:13][Br:17]. (3) Given the reactants [Br:1][C:2]1[C:3]([CH3:9])=[CH:4][C:5]([OH:8])=[N:6][CH:7]=1.O[CH2:11][C:12]1([C:15]([O:17][CH3:18])=[O:16])[CH2:14][CH2:13]1.C1(P(C2C=CC=CC=2)C2C=CC=CC=2)C=CC=CC=1.N(C(OCC)=O)=NC(OCC)=O.C1(C)C=CC=CC=1, predict the reaction product. The product is: [Br:1][C:2]1[C:3]([CH3:9])=[CH:4][C:5]([O:8][CH2:11][C:12]2([C:15]([O:17][CH3:18])=[O:16])[CH2:14][CH2:13]2)=[N:6][CH:7]=1. (4) Given the reactants [CH3:1][O:2][C:3]1[CH:34]=[CH:33][C:6]([CH2:7][N:8]2[C:16]3[CH:15]=[CH:14][CH:13]=[C:12]([C:17]([O:19]C)=[O:18])[C:11]=3[C:10]([CH2:21][CH2:22][NH:23][CH2:24][C:25]34[CH2:32][CH2:31][N:28]([CH2:29][CH2:30]3)[CH2:27][CH2:26]4)=[CH:9]2)=[CH:5][CH:4]=1.O.[OH-].[Li+:37], predict the reaction product. The product is: [CH3:1][O:2][C:3]1[CH:34]=[CH:33][C:6]([CH2:7][N:8]2[C:16]3[CH:15]=[CH:14][CH:13]=[C:12]([C:17]([O-:19])=[O:18])[C:11]=3[C:10]([CH2:21][CH2:22][NH:23][CH2:24][C:25]34[CH2:26][CH2:27][N:28]([CH2:29][CH2:30]3)[CH2:31][CH2:32]4)=[CH:9]2)=[CH:5][CH:4]=1.[Li+:37]. (5) Given the reactants [CH:1]1[C:6]([N+:7]([O-:9])=[O:8])=[CH:5][CH:4]=[C:3]([O:10][C:11](Cl)=[O:12])[CH:2]=1.[CH3:14][S:15]([C:18]1[CH:23]=[CH:22][C:21]([C:24]2[CH:29]=[CH:28][C:27]([O:30][CH2:31][CH:32]3[CH2:37][CH2:36][NH:35][CH2:34][CH2:33]3)=[CH:26][N:25]=2)=[CH:20][CH:19]=1)(=[O:17])=[O:16].C(N(C(C)C)CC)(C)C, predict the reaction product. The product is: [CH3:14][S:15]([C:18]1[CH:23]=[CH:22][C:21]([C:24]2[N:25]=[CH:26][C:27]([O:30][CH2:31][CH:32]3[CH2:37][CH2:36][N:35]([C:11]([O:10][C:3]4[CH:4]=[CH:5][C:6]([N+:7]([O-:9])=[O:8])=[CH:1][CH:2]=4)=[O:12])[CH2:34][CH2:33]3)=[CH:28][CH:29]=2)=[CH:20][CH:19]=1)(=[O:16])=[O:17]. (6) Given the reactants [CH2:1]([C:3]1[C:24]([N:25]2[CH2:30][CH2:29][NH:28][CH2:27][CH2:26]2)=[CH:23][C:6]2[C:7]([CH3:22])([CH3:21])[C:8]3[NH:9][C:10]4[C:15]([C:16]=3[C:17](=[O:18])[C:5]=2[CH:4]=1)=[CH:14][CH:13]=[C:12]([C:19]#[N:20])[CH:11]=4)[CH3:2].[C:31]1(=O)[CH2:36][CH2:35][CH2:34][CH2:33][CH2:32]1.C[Si]([C:42]#[N:43])(C)C, predict the reaction product. The product is: [C:42]([C:31]1([N:28]2[CH2:29][CH2:30][N:25]([C:24]3[C:3]([CH2:1][CH3:2])=[CH:4][C:5]4[C:17](=[O:18])[C:16]5[C:15]6[C:10](=[CH:11][C:12]([C:19]#[N:20])=[CH:13][CH:14]=6)[NH:9][C:8]=5[C:7]([CH3:22])([CH3:21])[C:6]=4[CH:23]=3)[CH2:26][CH2:27]2)[CH2:36][CH2:35][CH2:34][CH2:33][CH2:32]1)#[N:43]. (7) Given the reactants CC1(C)C(C)(C)OB([C:9]2[CH2:18][CH2:17][C:12]3([O:16][CH2:15][CH2:14][O:13]3)[CH2:11][CH:10]=2)O1.N[C:21]1[C:22](=[O:34])N(C2CCCCC2)[N:24](C)[C:25]=1C.[C:35]([O-:38])([O-])=[O:36].[K+].[K+].[CH2:41](Cl)Cl.[C:44](#N)[CH3:45], predict the reaction product. The product is: [CH3:41][C:21]1[C:25]([C:35]([O:38][CH2:44][CH3:45])=[O:36])=[N:24][O:34][C:22]=1[C:9]1[CH2:18][CH2:17][C:12]2([O:13][CH2:14][CH2:15][O:16]2)[CH2:11][CH:10]=1. (8) Given the reactants Cl.O.[C:3]([C:5]1[CH:6]=[C:7]([NH:11][C:12]2[C:21]3[C:16](=[CH:17][C:18]([O:25][CH3:26])=[C:19]([N+:22]([O-])=O)[CH:20]=3)[N:15]=[CH:14][N:13]=2)[CH:8]=[CH:9][CH:10]=1)#[CH:4].[OH-].[Na+], predict the reaction product. The product is: [C:3]([C:5]1[CH:6]=[C:7]([NH:11][C:12]2[C:21]3[C:16](=[CH:17][C:18]([O:25][CH3:26])=[C:19]([NH2:22])[CH:20]=3)[N:15]=[CH:14][N:13]=2)[CH:8]=[CH:9][CH:10]=1)#[CH:4].